From a dataset of NCI-60 drug combinations with 297,098 pairs across 59 cell lines. Regression. Given two drug SMILES strings and cell line genomic features, predict the synergy score measuring deviation from expected non-interaction effect. (1) Drug 1: CC1C(C(CC(O1)OC2CC(CC3=C2C(=C4C(=C3O)C(=O)C5=C(C4=O)C(=CC=C5)OC)O)(C(=O)C)O)N)O.Cl. Drug 2: COC1=NC(=NC2=C1N=CN2C3C(C(C(O3)CO)O)O)N. Cell line: UACC62. Synergy scores: CSS=13.1, Synergy_ZIP=-0.0579, Synergy_Bliss=3.20, Synergy_Loewe=-14.1, Synergy_HSA=1.68. (2) Drug 1: CN(C)N=NC1=C(NC=N1)C(=O)N. Drug 2: C1=CN(C=N1)CC(O)(P(=O)(O)O)P(=O)(O)O. Cell line: HS 578T. Synergy scores: CSS=17.3, Synergy_ZIP=-4.12, Synergy_Bliss=-0.707, Synergy_Loewe=-6.05, Synergy_HSA=-1.76. (3) Drug 1: CC1=C2C(C(=O)C3(C(CC4C(C3C(C(C2(C)C)(CC1OC(=O)C(C(C5=CC=CC=C5)NC(=O)OC(C)(C)C)O)O)OC(=O)C6=CC=CC=C6)(CO4)OC(=O)C)O)C)O. Drug 2: C(=O)(N)NO. Cell line: T-47D. Synergy scores: CSS=-11.1, Synergy_ZIP=6.54, Synergy_Bliss=2.13, Synergy_Loewe=-8.41, Synergy_HSA=-8.41. (4) Drug 1: C1=C(C(=O)NC(=O)N1)N(CCCl)CCCl. Drug 2: CCN(CC)CCCC(C)NC1=C2C=C(C=CC2=NC3=C1C=CC(=C3)Cl)OC. Cell line: OVCAR-5. Synergy scores: CSS=45.2, Synergy_ZIP=2.41, Synergy_Bliss=8.23, Synergy_Loewe=4.21, Synergy_HSA=9.24. (5) Drug 1: C1CCC(CC1)NC(=O)N(CCCl)N=O. Drug 2: CC1CCC2CC(C(=CC=CC=CC(CC(C(=O)C(C(C(=CC(C(=O)CC(OC(=O)C3CCCCN3C(=O)C(=O)C1(O2)O)C(C)CC4CCC(C(C4)OC)OCCO)C)C)O)OC)C)C)C)OC. Cell line: MDA-MB-435. Synergy scores: CSS=6.29, Synergy_ZIP=0.791, Synergy_Bliss=3.76, Synergy_Loewe=-4.81, Synergy_HSA=0.986.